Task: Predict the reactants needed to synthesize the given product.. Dataset: Full USPTO retrosynthesis dataset with 1.9M reactions from patents (1976-2016) Given the product [CH3:1][CH:2]1[C:4]2([CH2:8][CH2:7][CH2:6][CH2:5]2)[CH:3]1[C:9]([OH:11])=[O:10], predict the reactants needed to synthesize it. The reactants are: [CH3:1][CH:2]1[C:4]2([CH2:8][CH2:7][CH2:6][CH2:5]2)[CH:3]1[C:9]([O:11]CC)=[O:10].C1(C(OCC)=O)C2(CCCCC2)C1.